This data is from Full USPTO retrosynthesis dataset with 1.9M reactions from patents (1976-2016). The task is: Predict the reactants needed to synthesize the given product. The reactants are: Br[C:2]1[CH:7]=[CH:6][C:5]([O:8][CH:9]([F:11])[F:10])=[C:4]([CH3:12])[CH:3]=1.[C:13]([C:15]1[CH:20]=[CH:19][CH:18]=[C:17]([CH3:21])[CH:16]=1)#[CH:14].C(N(CC)CC)C.N#N. Given the product [F:10][CH:9]([F:11])[O:8][C:5]1[CH:6]=[CH:7][C:2]([C:14]#[C:13][C:15]2[CH:16]=[C:17]([CH3:21])[CH:18]=[CH:19][CH:20]=2)=[CH:3][C:4]=1[CH3:12], predict the reactants needed to synthesize it.